From a dataset of Full USPTO retrosynthesis dataset with 1.9M reactions from patents (1976-2016). Predict the reactants needed to synthesize the given product. (1) Given the product [OH:9][C:6]1[CH:7]=[CH:8][C:3]([CH2:2][O:1][C:10](=[O:12])[CH3:11])=[CH:4][CH:5]=1, predict the reactants needed to synthesize it. The reactants are: [OH:1][CH2:2][C:3]1[CH:8]=[CH:7][C:6]([OH:9])=[CH:5][CH:4]=1.[C:10](OC(=O)C)(=[O:12])[CH3:11].B(F)(F)F.CCOCC.C(=O)(O)[O-].[Na+]. (2) Given the product [Cl:1][CH2:2][C:3](=[O:6])[CH2:4][S:15][C:11]1[CH:12]=[CH:13][CH:14]=[C:9]([O:8][CH3:7])[CH:10]=1, predict the reactants needed to synthesize it. The reactants are: [Cl:1][CH2:2][C:3](=[O:6])[CH2:4]Cl.[CH3:7][O:8][C:9]1[CH:10]=[C:11]([SH:15])[CH:12]=[CH:13][CH:14]=1.[OH-].[Na+].